This data is from NCI-60 drug combinations with 297,098 pairs across 59 cell lines. The task is: Regression. Given two drug SMILES strings and cell line genomic features, predict the synergy score measuring deviation from expected non-interaction effect. (1) Drug 1: C1C(C(OC1N2C=C(C(=O)NC2=O)F)CO)O. Synergy scores: CSS=4.09, Synergy_ZIP=-0.939, Synergy_Bliss=0.146, Synergy_Loewe=-1.06, Synergy_HSA=-0.149. Drug 2: CC(C)CN1C=NC2=C1C3=CC=CC=C3N=C2N. Cell line: MDA-MB-231. (2) Drug 1: C(=O)(N)NO. Drug 2: COC1=C2C(=CC3=C1OC=C3)C=CC(=O)O2. Cell line: A549. Synergy scores: CSS=2.90, Synergy_ZIP=-2.45, Synergy_Bliss=-2.68, Synergy_Loewe=-1.91, Synergy_HSA=-1.74. (3) Drug 1: CS(=O)(=O)OCCCCOS(=O)(=O)C. Drug 2: C1CCC(C(C1)N)N.C(=O)(C(=O)[O-])[O-].[Pt+4]. Cell line: SNB-75. Synergy scores: CSS=6.61, Synergy_ZIP=-0.732, Synergy_Bliss=2.48, Synergy_Loewe=0.756, Synergy_HSA=1.23. (4) Cell line: M14. Synergy scores: CSS=4.81, Synergy_ZIP=-0.852, Synergy_Bliss=0.219, Synergy_Loewe=-14.9, Synergy_HSA=1.10. Drug 2: C#CCC(CC1=CN=C2C(=N1)C(=NC(=N2)N)N)C3=CC=C(C=C3)C(=O)NC(CCC(=O)O)C(=O)O. Drug 1: C(=O)(N)NO.